This data is from Catalyst prediction with 721,799 reactions and 888 catalyst types from USPTO. The task is: Predict which catalyst facilitates the given reaction. (1) Reactant: [F:1][C:2]1[CH:3]=[C:4]([CH:23]=[CH:24][C:25]=1[NH:26][C:27]([NH:29][C:30]1[CH:35]=[C:34]([CH3:36])[CH:33]=[CH:32][C:31]=1[F:37])=[O:28])[O:5][C:6]1[CH:11]=[CH:10][N:9]=[C:8]([C:12]2[NH:16][CH:15]=[C:14]([C:17]([NH:19][CH2:20][CH:21]=O)=[O:18])[CH:13]=2)[CH:7]=1.[CH2:38]([O:40][C:41]([N:43]1[CH2:48][CH2:47][NH:46][CH2:45][CH2:44]1)=[O:42])[CH3:39].C(O)(=O)C.C([BH3-])#N.[Na+].C1COCC1. Product: [F:1][C:2]1[CH:3]=[C:4]([CH:23]=[CH:24][C:25]=1[NH:26][C:27]([NH:29][C:30]1[CH:35]=[C:34]([CH3:36])[CH:33]=[CH:32][C:31]=1[F:37])=[O:28])[O:5][C:6]1[CH:11]=[CH:10][N:9]=[C:8]([C:12]2[NH:16][CH:15]=[C:14]([C:17]([NH:19][CH2:20][CH2:21][N:46]3[CH2:45][CH2:44][N:43]([C:41]([O:40][CH2:38][CH3:39])=[O:42])[CH2:48][CH2:47]3)=[O:18])[CH:13]=2)[CH:7]=1. The catalyst class is: 18. (2) Reactant: Br[C:2]1[C:10]2[O:9][CH2:8][CH:7]([C:11]3[CH:16]=[CH:15][C:14]([CH:17]([CH3:19])[CH3:18])=[CH:13][CH:12]=3)[C:6]=2[C:5]([CH3:20])=[C:4]([NH:21][C:22](=[O:28])[CH2:23][C:24]([CH3:27])([CH3:26])[CH3:25])[C:3]=1[CH3:29].[Cu](C#N)[C:31]#[N:32].N. Product: [C:31]([C:2]1[C:10]2[O:9][CH2:8][CH:7]([C:11]3[CH:12]=[CH:13][C:14]([CH:17]([CH3:19])[CH3:18])=[CH:15][CH:16]=3)[C:6]=2[C:5]([CH3:20])=[C:4]([NH:21][C:22](=[O:28])[CH2:23][C:24]([CH3:26])([CH3:25])[CH3:27])[C:3]=1[CH3:29])#[N:32]. The catalyst class is: 16.